This data is from Forward reaction prediction with 1.9M reactions from USPTO patents (1976-2016). The task is: Predict the product of the given reaction. Given the reactants [F:1][C:2]1[CH:3]=[C:4]2[C:9](=[CH:10][CH:11]=1)[C@H:8]([CH:12]([CH3:14])[CH3:13])[C@:7]([CH2:16][CH2:17][N:18]([CH2:20][CH2:21][CH2:22][NH:23][CH2:24][C:25]([CH2:30][O:31][CH3:32])([CH3:29])[CH2:26][O:27][CH3:28])[CH3:19])([OH:15])[CH2:6][CH2:5]2.CCN(C(C)C)C(C)C.[F:42][CH2:43][C:44](Cl)=[O:45], predict the reaction product. The product is: [F:42][CH2:43][C:44]([N:23]([CH2:22][CH2:21][CH2:20][N:18]([CH2:17][CH2:16][C@@:7]1([OH:15])[CH2:6][CH2:5][C:4]2[C:9](=[CH:10][CH:11]=[C:2]([F:1])[CH:3]=2)[C@@H:8]1[CH:12]([CH3:14])[CH3:13])[CH3:19])[CH2:24][C:25]([CH2:26][O:27][CH3:28])([CH3:29])[CH2:30][O:31][CH3:32])=[O:45].